This data is from Catalyst prediction with 721,799 reactions and 888 catalyst types from USPTO. The task is: Predict which catalyst facilitates the given reaction. (1) Reactant: CC[O-].[Na+].[CH3:5][CH2:6][O:7][C:8]([CH:10]([NH:16][C:17]([CH3:19])=[O:18])[C:11]([O:13][CH2:14][CH3:15])=[O:12])=[O:9].[N+:20]([C:23]1[CH:28]=[CH:27][C:26]([CH2:29][CH2:30][CH2:31]Br)=[CH:25][CH:24]=1)([O-:22])=[O:21]. Product: [CH2:14]([O:13][C:11](=[O:12])[C:10]([NH:16][C:17](=[O:18])[CH3:19])([CH2:31][CH2:30][CH2:29][C:26]1[CH:27]=[CH:28][C:23]([N+:20]([O-:22])=[O:21])=[CH:24][CH:25]=1)[C:8]([O:7][CH2:6][CH3:5])=[O:9])[CH3:15]. The catalyst class is: 8. (2) Reactant: [Cl:1][C:2]1[CH:3]=[C:4]([C:8]([CH3:12])([CH3:11])[C:9]#[N:10])[CH:5]=[CH:6][CH:7]=1.Cl.N. Product: [Cl:1][C:2]1[CH:3]=[C:4]([C:8]([CH3:12])([CH3:11])[CH2:9][NH2:10])[CH:5]=[CH:6][CH:7]=1. The catalyst class is: 1. (3) Reactant: [C:1]([O:4][CH2:5][C:6]1[CH:14]=[CH:13][C:9]([C:10]([OH:12])=O)=[CH:8][CH:7]=1)(=[O:3])[CH3:2].C(Cl)(=O)C(Cl)=O.Cl.[Cl:22][C:23]1[CH:31]=[C:30]2[C:26]([C:27]([CH2:38][CH:39]([CH3:41])[CH3:40])=[CH:28][N:29]2[C:32]2[S:33][CH:34]=[C:35]([NH2:37])[N:36]=2)=[CH:25][CH:24]=1.C(N(CC)CC)C. Product: [C:1]([O:4][CH2:5][C:6]1[CH:7]=[CH:8][C:9]([C:10]([NH:37][C:35]2[N:36]=[C:32]([N:29]3[C:30]4[C:26](=[CH:25][CH:24]=[C:23]([Cl:22])[CH:31]=4)[C:27]([CH2:38][CH:39]([CH3:41])[CH3:40])=[CH:28]3)[S:33][CH:34]=2)=[O:12])=[CH:13][CH:14]=1)(=[O:3])[CH3:2]. The catalyst class is: 59. (4) Reactant: Cl[CH2:2][CH2:3][CH2:4][O:5][C:6]1[CH:11]=[C:10]([N+:12]([O-:14])=[O:13])[CH:9]=[CH:8][C:7]=1[O:15][CH3:16].[I-].[Na+].[CH3:19][N:20]1[CH2:25][CH2:24][NH:23][CH2:22][CH2:21]1. Product: [CH3:16][O:15][C:7]1[CH:8]=[CH:9][C:10]([N+:12]([O-:14])=[O:13])=[CH:11][C:6]=1[O:5][CH2:4][CH2:3][CH2:2][N:23]1[CH2:24][CH2:25][N:20]([CH3:19])[CH2:21][CH2:22]1. The catalyst class is: 57. (5) Reactant: [CH:1]([OH:4])([CH3:3])[CH3:2].[NH2:5][CH:6]([C:11]1[CH:16]=[CH:15][CH:14]=[C:13]([F:17])[CH:12]=1)[CH2:7][C:8](O)=[O:9].S(=O)(=O)(O)O.[OH-].[Na+]. Product: [NH2:5][CH:6]([C:11]1[CH:16]=[CH:15][CH:14]=[C:13]([F:17])[CH:12]=1)[CH2:7][C:8]([O:4][CH:1]([CH3:3])[CH3:2])=[O:9]. The catalyst class is: 6. (6) Reactant: C(OC([N:8]1[CH2:12][C@@H:11]([CH2:13][N:14]([CH:31]([CH3:33])[CH3:32])[C:15](=[O:30])[C:16]2[CH:21]=[CH:20][C:19]([O:22][CH3:23])=[C:18]([O:24][CH2:25][CH2:26][CH2:27][O:28][CH3:29])[CH:17]=2)[C@H:10]([OH:34])[CH2:9]1)=O)(C)(C)C.Br[CH2:36][C:37]1[CH:38]=[C:39]([C:43]2[CH:48]=[CH:47][CH:46]=[CH:45][CH:44]=2)[CH:40]=[CH:41][CH:42]=1.CC#N.O.CC#N. Product: [C:39]1([C:43]2[CH:48]=[CH:47][CH:46]=[CH:45][CH:44]=2)[CH:40]=[CH:41][CH:42]=[C:37]([CH2:36][O:34][C@@H:10]2[CH2:9][NH:8][CH2:12][C@H:11]2[CH2:13][N:14]([CH:31]([CH3:33])[CH3:32])[C:15](=[O:30])[C:16]2[CH:21]=[CH:20][C:19]([O:22][CH3:23])=[C:18]([O:24][CH2:25][CH2:26][CH2:27][O:28][CH3:29])[CH:17]=2)[CH:38]=1. The catalyst class is: 6.